From a dataset of Catalyst prediction with 721,799 reactions and 888 catalyst types from USPTO. Predict which catalyst facilitates the given reaction. (1) Reactant: [CH3:1][CH:2]([N:4]1[C:12](/[CH:13]=[CH:14]/[C@H:15]([OH:24])[CH2:16][C@H:17]([OH:23])[CH2:18][C:19]([O:21]C)=[O:20])=[C:11]([C:25]2[CH:30]=[CH:29][C:28]([F:31])=[CH:27][CH:26]=2)[C:10]2[C:5]1=[CH:6][CH:7]=[CH:8][CH:9]=2)[CH3:3].CCO.[OH-].[Na+:36].CC(O)C. Product: [CH3:3][CH:2]([N:4]1[C:12](/[CH:13]=[CH:14]/[CH:15]([OH:24])[CH2:16][CH:17]([OH:23])[CH2:18][C:19]([O-:21])=[O:20])=[C:11]([C:25]2[CH:26]=[CH:27][C:28]([F:31])=[CH:29][CH:30]=2)[C:10]2[CH:9]=[CH:8][CH:7]=[CH:6][C:5]1=2)[CH3:1].[Na+:36]. The catalyst class is: 6. (2) Reactant: [CH2:1]([C:5]1[CH:6]=[C:7]2[C:12](=[C:13]([O:15][C@@H:16]3[CH2:20][CH2:19][NH:18][CH2:17]3)[CH:14]=1)[N:11]=[CH:10][CH:9]=[CH:8]2)[CH2:2][CH2:3][CH3:4].[C:21]([O:25][CH3:26])(=[O:24])[CH:22]=[CH2:23]. Product: [CH2:1]([C:5]1[CH:6]=[C:7]2[C:12](=[C:13]([O:15][C@@H:16]3[CH2:20][CH2:19][N:18]([CH2:23][CH2:22][C:21]([O:25][CH3:26])=[O:24])[CH2:17]3)[CH:14]=1)[N:11]=[CH:10][CH:9]=[CH:8]2)[CH2:2][CH2:3][CH3:4]. The catalyst class is: 1.